This data is from Catalyst prediction with 721,799 reactions and 888 catalyst types from USPTO. The task is: Predict which catalyst facilitates the given reaction. (1) Reactant: O.[CH3:2][N:3]1[C@H:13]2[CH2:14][C:15]3[CH:20]=[CH:19][C:18]([OH:21])=[C:17]4[O:22][C@H:7]5[C:8]([CH:10]=[CH:11][C@:12]2([OH:23])[C@:6]5([C:16]=34)[CH2:5][CH2:4]1)=[O:9].[H][H]. Product: [CH3:2][N:3]1[C@@H:13]2[CH2:14][C:15]3=[CH:20][CH:19]=[C:18]([OH:21])[C:17]4[O:22][C@H:7]5[C:8]([CH2:10][CH2:11][C@:12]2([OH:23])[C@:6]5([C:16]=43)[CH2:5][CH2:4]1)=[O:9]. The catalyst class is: 331. (2) Reactant: [OH:1][CH2:2][C@@H:3]1[NH:7][C:6](=[O:8])[CH2:5][CH2:4]1.CCN(CC)CC.[CH3:16][S:17](Cl)(=[O:19])=[O:18]. Product: [O:8]=[C:6]1[NH:7][C@@H:3]([CH2:2][O:1][S:17]([CH3:16])(=[O:19])=[O:18])[CH2:4][CH2:5]1. The catalyst class is: 511. (3) Reactant: [CH3:1][O:2][N:3]([CH3:13])[C:4]([C:6]1[CH:11]=[CH:10][CH:9]=[C:8](F)[N:7]=1)=[O:5].[N:14]([Si](C)(C)C)=[N+:15]=[N-:16]. Product: [CH3:1][O:2][N:3]([CH3:13])[C:4]([C:6]1[CH:11]=[CH:10][CH:9]=[C:8]([N:14]=[N+:15]=[N-:16])[N:7]=1)=[O:5]. The catalyst class is: 174. (4) Reactant: [C:1]1([CH3:11])[CH:6]=[CH:5][C:4]([S:7](Cl)(=[O:9])=[O:8])=[CH:3][CH:2]=1.[C:12]([N:19]1[CH2:23][CH2:22][C@@H:21]([OH:24])[CH2:20]1)([O:14][C:15]([CH3:18])([CH3:17])[CH3:16])=[O:13].C(N(CC)CC)C.CO. Product: [C:15]([O:14][C:12]([N:19]1[CH2:23][CH2:22][C@@H:21]([O:24][S:7]([C:4]2[CH:5]=[CH:6][C:1]([CH3:11])=[CH:2][CH:3]=2)(=[O:9])=[O:8])[CH2:20]1)=[O:13])([CH3:18])([CH3:17])[CH3:16]. The catalyst class is: 64. (5) Reactant: [N:1]1([C:7]2[S:8][C:9]([C:12]([O:14][CH3:15])=[O:13])=[CH:10][N:11]=2)[CH2:6][CH2:5][NH:4][CH2:3][CH2:2]1.Br[CH2:17][C:18]1[CH:23]=[CH:22][CH:21]=[CH:20][C:19]=1[C:24]([F:27])([F:26])[F:25].C1CCN2C(=NCCC2)CC1. Product: [F:25][C:24]([F:26])([F:27])[C:19]1[CH:20]=[CH:21][CH:22]=[CH:23][C:18]=1[CH2:17][N:4]1[CH2:5][CH2:6][N:1]([C:7]2[S:8][C:9]([C:12]([O:14][CH3:15])=[O:13])=[CH:10][N:11]=2)[CH2:2][CH2:3]1. The catalyst class is: 1.